This data is from Catalyst prediction with 721,799 reactions and 888 catalyst types from USPTO. The task is: Predict which catalyst facilitates the given reaction. (1) Reactant: C(OP([CH2:9][C:10]([O:12][CH2:13][CH3:14])=[O:11])(OCC)=O)C.[H-].[Na+].[CH3:17][N:18]1[C:22]([N:23]2[C:27]3=[N:28][CH:29]=[C:30]([CH3:32])[CH:31]=[C:26]3[CH:25]=[CH:24]2)=[C:21]([CH:33]=O)[C:20]([CH3:35])=[N:19]1.O. Product: [CH3:17][N:18]1[C:22]([N:23]2[C:27]3=[N:28][CH:29]=[C:30]([CH3:32])[CH:31]=[C:26]3[CH:25]=[CH:24]2)=[C:21](/[CH:33]=[CH:9]/[C:10]([O:12][CH2:13][CH3:14])=[O:11])[C:20]([CH3:35])=[N:19]1. The catalyst class is: 7. (2) Reactant: [CH3:1][N:2]1[C:7]2[C:8](C)=[CH:9][NH:10][C:6]=2[C:5](=[O:12])[N:4]([CH3:13])[C:3]1=[O:14].Br[CH2:16][C:17]([NH:19][C:20]1[S:21][CH:22]=[C:23]([C:25]2[CH:30]=[CH:29][C:28]([O:31][CH2:32][C:33]([F:36])([F:35])[F:34])=[C:27]([Br:37])[CH:26]=2)[N:24]=1)=[O:18].[H-].[Na+]. Product: [Br:37][C:27]1[CH:26]=[C:25]([C:23]2[N:24]=[C:20]([NH:19][C:17](=[O:18])[CH2:16][N:10]3[C:6]4[C:5](=[O:12])[N:4]([CH3:13])[C:3](=[O:14])[N:2]([CH3:1])[C:7]=4[CH:8]=[CH:9]3)[S:21][CH:22]=2)[CH:30]=[CH:29][C:28]=1[O:31][CH2:32][C:33]([F:35])([F:34])[F:36]. The catalyst class is: 3.